Dataset: Reaction yield outcomes from USPTO patents with 853,638 reactions. Task: Predict the reaction yield, written as a fraction of the theoretical maximum amount of product (1.0 means a 100% yield; for example, 0.34 means a 34% yield). (1) The reactants are [F:1][C:2]1[CH:3]=[CH:4][CH:5]=[C:6]2[C:11]=1[NH:10][C:9](=[O:12])[N:8]([CH:13]1[CH2:18][CH2:17][N:16]([C:19]([O:21][CH:22]([C:34]3[CH:39]=[CH:38][CH:37]=[C:36](Br)[N:35]=3)[CH2:23][C:24]3[CH:25]=[C:26]4[C:30](=[C:31]([CH3:33])[CH:32]=3)[NH:29][N:28]=[CH:27]4)=[O:20])[CH2:15][CH2:14]1)[CH2:7]2.[CH3:41][N:42](C=O)C. The catalyst is C1C=CC([P]([Pd]([P](C2C=CC=CC=2)(C2C=CC=CC=2)C2C=CC=CC=2)([P](C2C=CC=CC=2)(C2C=CC=CC=2)C2C=CC=CC=2)[P](C2C=CC=CC=2)(C2C=CC=CC=2)C2C=CC=CC=2)(C2C=CC=CC=2)C2C=CC=CC=2)=CC=1.[C-]#N.[C-]#N.[Zn+2]. The product is [F:1][C:2]1[CH:3]=[CH:4][CH:5]=[C:6]2[C:11]=1[NH:10][C:9](=[O:12])[N:8]([CH:13]1[CH2:18][CH2:17][N:16]([C:19]([O:21][CH:22]([C:34]3[CH:39]=[CH:38][CH:37]=[C:36]([C:41]#[N:42])[N:35]=3)[CH2:23][C:24]3[CH:25]=[C:26]4[C:30](=[C:31]([CH3:33])[CH:32]=3)[NH:29][N:28]=[CH:27]4)=[O:20])[CH2:15][CH2:14]1)[CH2:7]2. The yield is 0.970. (2) The reactants are [F:1][C:2]1[C:7]2[N:8]=[N:9][S:10][C:6]=2[CH:5]=[C:4]([C:11]([O:13][CH3:14])=[O:12])[C:3]=1[NH:15][C:16]1[CH:21]=[CH:20][CH:19]=[CH:18][C:17]=1[Cl:22].C1C(=O)N([Br:30])C(=O)C1. The catalyst is CN(C=O)C. The product is [F:1][C:2]1[C:7]2[N:8]=[N:9][S:10][C:6]=2[CH:5]=[C:4]([C:11]([O:13][CH3:14])=[O:12])[C:3]=1[NH:15][C:16]1[CH:21]=[CH:20][C:19]([Br:30])=[CH:18][C:17]=1[Cl:22]. The yield is 0.901. (3) The reactants are [F:1][C:2]1[CH:7]=[CH:6][CH:5]=[CH:4][C:3]=1[N:8]1[C:16]2[C:11](=[C:12]([N:17]3[CH2:24][C@H:23]4[C@H:19]([CH2:20][NH:21][CH2:22]4)[C:18]3=[O:25])[CH:13]=[CH:14][CH:15]=2)[CH:10]=[N:9]1.[OH:26][C:27]([CH3:33])([CH3:32])[CH2:28][C:29](O)=[O:30].C(N(C(C)C)C(C)C)C.F[P-](F)(F)(F)(F)F.CN(C(N1C2C(=NC=CC=2)[N+]([O-])=N1)=[N+](C)C)C. The catalyst is O1CCCC1. The product is [F:1][C:2]1[CH:7]=[CH:6][CH:5]=[CH:4][C:3]=1[N:8]1[C:16]2[C:11](=[C:12]([N:17]3[CH2:24][C@H:23]4[C@H:19]([CH2:20][N:21]([C:29](=[O:30])[CH2:28][C:27]([OH:26])([CH3:33])[CH3:32])[CH2:22]4)[C:18]3=[O:25])[CH:13]=[CH:14][CH:15]=2)[CH:10]=[N:9]1. The yield is 0.680. (4) The reactants are [CH2:1]([C:3](=[CH:6][CH2:7][C:8]1[C:9]([O:21][CH2:22][CH2:23][Si:24]([CH3:27])([CH3:26])[CH3:25])=[C:10]2[C:14](=[C:15]([CH3:19])[C:16]=1[CH2:17][CH3:18])[CH2:13][O:12][C:11]2=[O:20])[CH:4]=O)[CH3:2].C(O)(=O)C(O)=O.[CH2:34]([O:36][P:37]([CH2:42][CH2:43][NH2:44])(=[O:41])[O:38][CH2:39][CH3:40])[CH3:35].C(O)(=O)C.C(O[BH-](OC(=O)C)OC(=O)C)(=O)C.[Na+]. The catalyst is CN(C=O)C. The product is [CH2:39]([O:38][P:37]([CH2:42][CH2:43][NH:44][CH2:4][C:3]([CH2:1][CH3:2])=[CH:6][CH2:7][C:8]1[C:9]([O:21][CH2:22][CH2:23][Si:24]([CH3:25])([CH3:27])[CH3:26])=[C:10]2[C:14](=[C:15]([CH3:19])[C:16]=1[CH2:17][CH3:18])[CH2:13][O:12][C:11]2=[O:20])(=[O:41])[O:36][CH2:34][CH3:35])[CH3:40]. The yield is 0.650. (5) The reactants are [C:1]([C:4]1[C:5]([F:30])=[C:6]([CH:26]=[CH:27][C:28]=1[F:29])[O:7][CH:8]([C:14]1[S:15][CH:16]=[C:17]([C:19]2[CH:24]=[CH:23][C:22]([Cl:25])=[CH:21][CH:20]=2)[N:18]=1)[C:9](OCC)=[O:10])(=[O:3])[NH2:2].[BH4-].[Na+]. The catalyst is CO. The product is [Cl:25][C:22]1[CH:23]=[CH:24][C:19]([C:17]2[N:18]=[C:14]([CH:8]([O:7][C:6]3[C:5]([F:30])=[C:4]([C:28]([F:29])=[CH:27][CH:26]=3)[C:1]([NH2:2])=[O:3])[CH2:9][OH:10])[S:15][CH:16]=2)=[CH:20][CH:21]=1. The yield is 0.500.